The task is: Predict the reactants needed to synthesize the given product.. This data is from Full USPTO retrosynthesis dataset with 1.9M reactions from patents (1976-2016). (1) Given the product [NH2:14][C:11]1[CH:12]=[CH:13][C:8]([NH:7][C:5](=[O:6])[CH2:4][CH2:3][O:2][CH3:1])=[CH:9][CH:10]=1, predict the reactants needed to synthesize it. The reactants are: [CH3:1][O:2][CH2:3][CH2:4][C:5]([NH:7][C:8]1[CH:13]=[CH:12][C:11]([NH:14]C(=O)OC(C)(C)C)=[CH:10][CH:9]=1)=[O:6].C(O)(C(F)(F)F)=O. (2) Given the product [F:9][C:10]([F:19])([F:20])[C:11]1[C:12]2[NH:17][C:4]3[CH2:3][CH2:2][NH:1][CH2:6][C:5]=3[C:13]=2[CH:14]=[CH:15][CH:16]=1, predict the reactants needed to synthesize it. The reactants are: [NH:1]1[CH2:6][CH2:5][C:4](=O)[CH2:3][CH2:2]1.Cl.[F:9][C:10]([F:20])([F:19])[C:11]1[CH:16]=[CH:15][CH:14]=[CH:13][C:12]=1[NH:17]N.B(F)(F)F.CCOCC. (3) Given the product [Cl:1][C:2]1[C:7]([O:8][CH3:9])=[CH:6][C:5]([O:10][CH3:11])=[CH:4][C:3]=1[C:12]1[C:24](=[O:25])[N:23]([CH2:26][C:27]([CH3:38])([C:29]2[CH:34]=[CH:33][C:32]([N+:35]([O-:37])=[O:36])=[CH:31][CH:30]=2)[CH3:28])[C:15]2[N:16]=[C:17]([NH:40][CH3:39])[N:18]=[CH:19][C:14]=2[CH:13]=1, predict the reactants needed to synthesize it. The reactants are: [Cl:1][C:2]1[C:7]([O:8][CH3:9])=[CH:6][C:5]([O:10][CH3:11])=[CH:4][C:3]=1[C:12]1[C:24](=[O:25])[N:23]([CH2:26][C:27]([CH3:38])([C:29]2[CH:34]=[CH:33][C:32]([N+:35]([O-:37])=[O:36])=[CH:31][CH:30]=2)[CH3:28])[C:15]2[N:16]=[C:17](S(C)=O)[N:18]=[CH:19][C:14]=2[CH:13]=1.[CH3:39][NH2:40].Cl.O. (4) Given the product [CH2:1]([N:9]1[CH:13]=[C:12]([C:14]2[C:22]3[C:17](=[N:18][CH:19]=[C:20]([C:23]4[CH:28]=[CH:27][C:26]([N:29]5[CH2:30][CH2:31][NH:32][CH2:33][CH2:34]5)=[CH:25][CH:24]=4)[CH:21]=3)[NH:16][CH:15]=2)[CH:11]=[N:10]1)[CH2:2][C:3]1[CH:8]=[CH:7][CH:6]=[CH:5][CH:4]=1, predict the reactants needed to synthesize it. The reactants are: [CH2:1]([N:9]1[CH:13]=[C:12]([C:14]2[C:22]3[C:17](=[N:18][CH:19]=[C:20]([C:23]4[CH:28]=[CH:27][C:26]([N:29]5[CH2:34][CH2:33][N:32](C(OC(C)(C)C)=O)[CH2:31][CH2:30]5)=[CH:25][CH:24]=4)[CH:21]=3)[NH:16][CH:15]=2)[CH:11]=[N:10]1)[CH2:2][C:3]1[CH:8]=[CH:7][CH:6]=[CH:5][CH:4]=1. (5) Given the product [Si:27]([O:11][CH2:10][CH:9]([NH:12][C@@H:13]([C:15]([O:17][C:18]([CH3:20])([CH3:19])[CH3:21])=[O:16])[CH3:14])[C:6]1[CH:7]=[CH:8][C:3]([C:1]#[N:2])=[CH:4][CH:5]=1)([C:30]([CH3:33])([CH3:32])[CH3:31])([CH3:29])[CH3:28], predict the reactants needed to synthesize it. The reactants are: [C:1]([C:3]1[CH:8]=[CH:7][C:6]([CH:9]([NH:12][C@@H:13]([C:15]([O:17][C:18]([CH3:21])([CH3:20])[CH3:19])=[O:16])[CH3:14])[CH2:10][OH:11])=[CH:5][CH:4]=1)#[N:2].N1C=CN=C1.[Si:27](Cl)([C:30]([CH3:33])([CH3:32])[CH3:31])([CH3:29])[CH3:28].O. (6) Given the product [NH2:3][C:4]1[C:9]([Br:1])=[CH:8][C:7]([Cl:10])=[CH:6][N:5]=1, predict the reactants needed to synthesize it. The reactants are: [Br:1]Br.[NH2:3][C:4]1[CH:9]=[CH:8][C:7]([Cl:10])=[CH:6][N:5]=1.O. (7) Given the product [CH3:21][N:22]1[CH:26]=[C:25]([S:27]([N:4]2[CH2:5][CH2:6][N:1]([C:7]([O:9][C:10]([CH3:13])([CH3:12])[CH3:11])=[O:8])[CH2:2][CH2:3]2)(=[O:29])=[O:28])[N:24]=[CH:23]1, predict the reactants needed to synthesize it. The reactants are: [N:1]1([C:7]([O:9][C:10]([CH3:13])([CH3:12])[CH3:11])=[O:8])[CH2:6][CH2:5][NH:4][CH2:3][CH2:2]1.CCN(CC)CC.[CH3:21][N:22]1[CH:26]=[C:25]([S:27](Cl)(=[O:29])=[O:28])[N:24]=[CH:23]1. (8) The reactants are: [CH3:1][O:2][C:3]1[CH:4]=[CH:5][C:6]([N+:19]([O-:21])=[O:20])=[C:7]([S:9][C:10]2[CH:11]=[C:12]([CH:16]=[CH:17][CH:18]=2)[C:13]([NH2:15])=O)[CH:8]=1.B.[ClH:23].[OH-].[K+]. Given the product [ClH:23].[CH3:1][O:2][C:3]1[CH:4]=[CH:5][C:6]([N+:19]([O-:21])=[O:20])=[C:7]([S:9][C:10]2[CH:11]=[C:12]([CH2:13][NH2:15])[CH:16]=[CH:17][CH:18]=2)[CH:8]=1, predict the reactants needed to synthesize it. (9) Given the product [Cl:37][C:33]1[CH:32]=[C:31]([CH:23]([NH2:20])[CH2:24][C:25]2[O:29][N:28]=[C:27]([CH3:30])[CH:26]=2)[CH:36]=[CH:35][CH:34]=1, predict the reactants needed to synthesize it. The reactants are: C1(P(C2C=CC=CC=2)C2C=CC=CC=2)C=CC=CC=1.[N:20]([CH:23]([C:31]1[CH:36]=[CH:35][CH:34]=[C:33]([Cl:37])[CH:32]=1)[CH2:24][C:25]1[O:29][N:28]=[C:27]([CH3:30])[CH:26]=1)=[N+]=[N-].O. (10) Given the product [F:8][C:9]1[CH:10]=[C:11]2[C:16](=[CH:17][CH:18]=1)[N:15]([CH3:19])[C:14](=[O:20])[CH:13]=[C:12]2[CH2:21][N:22]1[C:28](=[O:29])[C@@H:27]([NH:30][C:31](=[O:43])[C@@H:32]([NH:34][CH3:35])[CH3:33])[CH2:26][O:25][C:24]2[CH:44]=[CH:45][CH:46]=[CH:47][C:23]1=2, predict the reactants needed to synthesize it. The reactants are: Cl.O1CCOCC1.[F:8][C:9]1[CH:10]=[C:11]2[C:16](=[CH:17][CH:18]=1)[N:15]([CH3:19])[C:14](=[O:20])[CH:13]=[C:12]2[CH2:21][N:22]1[C:28](=[O:29])[C@@H:27]([NH:30][C:31](=[O:43])[C@@H:32]([N:34](C)[C:35](=O)OC(C)(C)C)[CH3:33])[CH2:26][O:25][C:24]2[CH:44]=[CH:45][CH:46]=[CH:47][C:23]1=2.